Dataset: Reaction yield outcomes from USPTO patents with 853,638 reactions. Task: Predict the reaction yield, written as a fraction of the theoretical maximum amount of product (1.0 means a 100% yield; for example, 0.34 means a 34% yield). (1) The reactants are [Cl:1][C:2]([Cl:19])([Cl:18])[CH2:3][O:4][C:5]([C@@H:7]1[CH2:12][CH2:11][CH2:10][N:9]([C:13](=[O:17])[C@@H:14]([NH2:16])[CH3:15])[NH:8]1)=[O:6].[C:20]([O:24][C:25]([N:27]([CH3:35])[C@@H:28]([CH:32]([CH3:34])[CH3:33])[C:29](O)=[O:30])=[O:26])([CH3:23])([CH3:22])[CH3:21].C(N(CC)C(C)C)(C)C.C[NH3+].F[P-](F)(F)(F)(F)F.N1(OC(N(C)C)=[N+](C)C)C2N=CC=CC=2N=N1.F[P-](F)(F)(F)(F)F. The catalyst is C(#N)C. The product is [Cl:19][C:2]([Cl:1])([Cl:18])[CH2:3][O:4][C:5]([C@@H:7]1[CH2:12][CH2:11][CH2:10][N:9]([C:13](=[O:17])[C@@H:14]([NH:16][C:29](=[O:30])[C@@H:28]([N:27]([C:25]([O:24][C:20]([CH3:21])([CH3:23])[CH3:22])=[O:26])[CH3:35])[CH:32]([CH3:34])[CH3:33])[CH3:15])[NH:8]1)=[O:6]. The yield is 0.550. (2) The reactants are [N:1]1([CH:6]([C:39]2[CH:43]=[CH:42][S:41][CH:40]=2)[C:7]([NH:9][C:10]2[CH:11]=[C:12]3[C:16](=[CH:17][CH:18]=2)[NH:15][N:14]=[C:13]3[C:19]2[CH:38]=[CH:37][C:22]([O:23][CH:24]3[CH2:29][CH2:28][N:27](C(OC(C)(C)C)=O)[CH2:26][CH2:25]3)=[CH:21][CH:20]=2)=[O:8])[CH2:5][CH2:4][CH2:3][CH2:2]1.C(O)(C(F)(F)F)=O. The catalyst is C(Cl)Cl. The product is [NH:27]1[CH2:26][CH2:25][CH:24]([O:23][C:22]2[CH:37]=[CH:38][C:19]([C:13]3[C:12]4[C:16](=[CH:17][CH:18]=[C:10]([NH:9][C:7](=[O:8])[CH:6]([N:1]5[CH2:5][CH2:4][CH2:3][CH2:2]5)[C:39]5[CH:43]=[CH:42][S:41][CH:40]=5)[CH:11]=4)[NH:15][N:14]=3)=[CH:20][CH:21]=2)[CH2:29][CH2:28]1. The yield is 0.310. (3) The reactants are [Cl:1][C:2]1[C:7]([Cl:8])=[CH:6][N:5]=[C:4]([NH2:9])[CH:3]=1.[C:10](N1C=CC=CC1=O)(N1C=CC=CC1=O)=[S:11]. The catalyst is ClCCl. The product is [Cl:1][C:2]1[C:7]([Cl:8])=[CH:6][N:5]=[C:4]([N:9]=[C:10]=[S:11])[CH:3]=1. The yield is 0.830. (4) The reactants are [CH2:1]([O:8][C:9]1[CH:10]=[C:11]([C:16](Br)=[CH:17][N:18]=1)[C:12]([O:14][CH3:15])=[O:13])[C:2]1[CH:7]=[CH:6][CH:5]=[CH:4][CH:3]=1.[CH2:20]([O:22]/[CH:23]=[CH:24]/B1OC(C)(C)C(C)(C)O1)[CH3:21].C([O-])([O-])=O.[Na+].[Na+]. The catalyst is C1(C)C=CC=CC=1.CCO.O.CCOC(C)=O.C1C=CC([P]([Pd]([P](C2C=CC=CC=2)(C2C=CC=CC=2)C2C=CC=CC=2)([P](C2C=CC=CC=2)(C2C=CC=CC=2)C2C=CC=CC=2)[P](C2C=CC=CC=2)(C2C=CC=CC=2)C2C=CC=CC=2)(C2C=CC=CC=2)C2C=CC=CC=2)=CC=1. The product is [CH2:1]([O:8][C:9]1[CH:10]=[C:11]([C:16](/[CH:21]=[CH:20]/[O:22][CH2:23][CH3:24])=[CH:17][N:18]=1)[C:12]([O:14][CH3:15])=[O:13])[C:2]1[CH:7]=[CH:6][CH:5]=[CH:4][CH:3]=1. The yield is 0.820. (5) The reactants are ClC(Cl)C(O)=O.N[C:8]1[N:9]([C:28]2[C:33]([CH3:34])=[CH:32][C:31]([CH:35]3[CH2:37][CH2:36]3)=[CH:30][C:29]=2[Cl:38])[C:10]([S:13][CH2:14][C:15]([NH:17][C:18]2[CH:26]=[CH:25][C:21]([C:22]([OH:24])=[O:23])=[CH:20][C:19]=2[Cl:27])=[O:16])=[N:11][N:12]=1.N([O-])=O.[Na+].ClCCl.[Br:46]CBr. The catalyst is [Br-].C([N+](CC)(CC)CC)C1C=CC=CC=1. The product is [Br:46][C:8]1[N:9]([C:28]2[C:33]([CH3:34])=[CH:32][C:31]([CH:35]3[CH2:37][CH2:36]3)=[CH:30][C:29]=2[Cl:38])[C:10]([S:13][CH2:14][C:15]([NH:17][C:18]2[CH:26]=[CH:25][C:21]([C:22]([OH:24])=[O:23])=[CH:20][C:19]=2[Cl:27])=[O:16])=[N:11][N:12]=1. The yield is 0.420. (6) The reactants are [F:1][C:2]1[C:7]([F:8])=[C:6]([F:9])[CH:5]=[CH:4][C:3]=1[C:10]1[C:11]2[N:12]([N:16]=[C:17]([NH2:19])[N:18]=2)[CH:13]=[CH:14][CH:15]=1.ClC(Cl)(Cl)C(Cl)(Cl)Cl.C(N(CC)CC)C.CP(C)C.[F:39][C:40]1([F:55])[C:45](O)(O)[CH2:44][CH2:43][N:42]([C:48]([O:50][C:51]([CH3:54])([CH3:53])[CH3:52])=[O:49])[CH2:41]1.[B][B][B][B][B][B][B][B][B][B].C([O-])(O)=O.[Na+]. The catalyst is C1COCC1.CO. The product is [C:51]([O:50][C:48]([N:42]1[CH2:43][CH2:44][CH:45]([NH:19][C:17]2[N:18]=[C:11]3[C:10]([C:3]4[CH:4]=[CH:5][C:6]([F:9])=[C:7]([F:8])[C:2]=4[F:1])=[CH:15][CH:14]=[CH:13][N:12]3[N:16]=2)[C:40]([F:55])([F:39])[CH2:41]1)=[O:49])([CH3:54])([CH3:52])[CH3:53]. The yield is 0.820.